From a dataset of Reaction yield outcomes from USPTO patents with 853,638 reactions. Predict the reaction yield, written as a fraction of the theoretical maximum amount of product (1.0 means a 100% yield; for example, 0.34 means a 34% yield). (1) The reactants are C(O[B:5]1[O:9][C:8]([CH3:11])([CH3:10])[C:7]([CH3:13])([CH3:12])[O:6]1)(C)C.C([Li])CCC.[F:19][C:20]1[CH:21]=[C:22]([CH2:27][C:28]([CH3:31])([OH:30])[CH3:29])[CH:23]=[C:24]([F:26])[CH:25]=1. No catalyst specified. The product is [F:19][C:20]1[CH:21]=[C:22]([CH2:27][C:28]([CH3:31])([OH:30])[CH3:29])[CH:23]=[C:24]([F:26])[C:25]=1[B:5]1[O:6][C:7]([CH3:12])([CH3:13])[C:8]([CH3:10])([CH3:11])[O:9]1. The yield is 1.00. (2) The reactants are [OH:1][C:2]1[CH:7]=[CH:6][C:5]([N+:8]([O-:10])=[O:9])=[CH:4][N:3]=1.[Cl:11]N1C(=O)CCC1=O.O. The catalyst is CN(C=O)C. The product is [Cl:11][C:7]1[C:2]([OH:1])=[N:3][CH:4]=[C:5]([N+:8]([O-:10])=[O:9])[CH:6]=1. The yield is 0.950. (3) The reactants are [Cl:1][C:2]1[CH:7]=[CH:6][C:5]([C:8]2[C:17]3[C:12](=[CH:13][CH:14]=[C:15]([C:18]([OH:20])=O)[CH:16]=3)[CH:11]=[N:10][CH:9]=2)=[CH:4][CH:3]=1.F[B-](F)(F)F.N1(OC(N(C)C)=[N+](C)C)C2C=CC=CC=2N=N1.C(N(CC)C(C)C)(C)C.[CH:52]1([CH2:55][NH:56][CH3:57])[CH2:54][CH2:53]1. The catalyst is CN(C)C=O. The product is [Cl:1][C:2]1[CH:7]=[CH:6][C:5]([C:8]2[C:17]3[C:12](=[CH:13][CH:14]=[C:15]([C:18]([N:56]([CH2:55][CH:52]4[CH2:54][CH2:53]4)[CH3:57])=[O:20])[CH:16]=3)[CH:11]=[N:10][CH:9]=2)=[CH:4][CH:3]=1. The yield is 0.180. (4) The reactants are [Cl-].O[NH3+:3].[C:4](=[O:7])([O-])[OH:5].[Na+].CS(C)=O.[F:13][C:14]1[CH:15]=[C:16]([N:21]2[C:26](=[O:27])[C:25]([CH2:28][C:29]3[CH:34]=[CH:33][C:32]([C:35]4[C:36]([C:41]#[N:42])=[CH:37][CH:38]=[CH:39][CH:40]=4)=[CH:31][CH:30]=3)=[C:24]([CH2:43][CH2:44][CH3:45])[N:23]=[C:22]2[CH3:46])[CH:17]=[CH:18][C:19]=1[OH:20]. The catalyst is O.C(OCC)(=O)C. The product is [F:13][C:14]1[CH:15]=[C:16]([N:21]2[C:26](=[O:27])[C:25]([CH2:28][C:29]3[CH:34]=[CH:33][C:32]([C:35]4[CH:40]=[CH:39][CH:38]=[CH:37][C:36]=4[C:41]4[NH:3][C:4](=[O:7])[O:5][N:42]=4)=[CH:31][CH:30]=3)=[C:24]([CH2:43][CH2:44][CH3:45])[N:23]=[C:22]2[CH3:46])[CH:17]=[CH:18][C:19]=1[OH:20]. The yield is 0.640. (5) The reactants are [Br:1][C:2]1[CH:10]=[C:6]([C:7]([OH:9])=O)[C:5]([OH:11])=[CH:4][CH:3]=1.[NH2:12][C:13]1[O:14][C:15]([C:23]2[O:24][CH:25]=[CH:26][CH:27]=2)=[C:16]([C:18]2[O:19][CH:20]=[CH:21][CH:22]=2)[N:17]=1. No catalyst specified. The product is [Br:1][C:2]1[CH:3]=[CH:4][C:5]([OH:11])=[C:6]([CH:10]=1)[C:7]([NH:12][C:13]1[O:14][C:15]([C:23]2[O:24][CH:25]=[CH:26][CH:27]=2)=[C:16]([C:18]2[O:19][CH:20]=[CH:21][CH:22]=2)[N:17]=1)=[O:9]. The yield is 0.129. (6) The reactants are [NH:1]1[CH2:6][CH2:5][CH:4]([NH:7][C:8]2[C:9]3[C:16]4[CH2:17][CH2:18][CH2:19][CH2:20][C:15]=4[S:14][C:10]=3[N:11]=[CH:12][N:13]=2)[CH2:3][CH2:2]1.[F:21][C:22]1[CH:23]=[C:24]([CH2:28][C:29](C2C=CC=CC=2)=O)[CH:25]=[CH:26][CH:27]=1.[C-:37]#[N:38].C([Al+]CC)C.C1(C)C=CC=CC=1. The catalyst is C(Cl)Cl.CC(C)[O-].[Ti+4].CC(C)[O-].CC(C)[O-].CC(C)[O-]. The product is [F:21][C:22]1[CH:23]=[C:24]([C:28]([N:1]2[CH2:2][CH2:3][CH:4]([NH:7][C:8]3[C:9]4[C:16]5[CH2:17][CH2:18][CH2:19][CH2:20][C:15]=5[S:14][C:10]=4[N:11]=[CH:12][N:13]=3)[CH2:5][CH2:6]2)([CH3:29])[C:37]#[N:38])[CH:25]=[CH:26][CH:27]=1. The yield is 1.00. (7) The reactants are [CH3:1][C:2]1[CH:7]=[CH:6][C:5]([C:8]([CH3:10])=[O:9])=[C:4]([CH3:11])[CH:3]=1.[OH-].[Na+].[CH:14](=O)[C:15]1[CH:20]=[CH:19][CH:18]=[CH:17][CH:16]=1.Cl. The catalyst is CO.O. The product is [CH3:11][C:4]1[CH:3]=[C:2]([CH3:1])[CH:7]=[CH:6][C:5]=1[C:8](=[O:9])[CH:10]=[CH:14][C:15]1[CH:20]=[CH:19][CH:18]=[CH:17][CH:16]=1. The yield is 0.840. (8) The reactants are [CH3:1][P:2](=[O:7])([O:5][CH3:6])[O:3][CH3:4].[Li]CCCC.C([O:17][C:18](=O)[CH2:19][CH2:20][CH2:21][CH2:22][C:23]1[N:28]=[C:27]2[NH:29][CH2:30][CH2:31][C:26]2=[CH:25][CH:24]=1)CCC. The catalyst is C1COCC1. The product is [CH3:4][O:3][P:2]([CH2:1][C:18](=[O:17])[CH2:19][CH2:20][CH2:21][CH2:22][C:23]1[N:28]=[C:27]2[NH:29][CH2:30][CH2:31][C:26]2=[CH:25][CH:24]=1)(=[O:7])[O:5][CH3:6]. The yield is 0.890. (9) The reactants are [Cl:1][C:2]1[C:3]([O:29][C:30]2[CH:35]=[CH:34][C:33]([C:36]3[CH:41]=[CH:40][CH:39]=[CH:38][CH:37]=3)=[CH:32][C:31]=2[C:42]2[CH:47]=[CH:46][N:45]=[N:44][CH:43]=2)=[CH:4][C:5]([F:28])=[C:6]([S:8]([N:11](CC2C=CC(OC)=CC=2OC)[C:12]2[S:13][CH:14]=[N:15][N:16]=2)(=[O:10])=[O:9])[CH:7]=1. The catalyst is FC(F)(F)C(O)=O. The product is [Cl:1][C:2]1[C:3]([O:29][C:30]2[CH:35]=[CH:34][C:33]([C:36]3[CH:37]=[CH:38][CH:39]=[CH:40][CH:41]=3)=[CH:32][C:31]=2[C:42]2[CH:47]=[CH:46][N:45]=[N:44][CH:43]=2)=[CH:4][C:5]([F:28])=[C:6]([S:8]([NH:11][C:12]2[S:13][CH:14]=[N:15][N:16]=2)(=[O:9])=[O:10])[CH:7]=1. The yield is 0.630. (10) The reactants are [C:1]([O:5][C:6](=[O:26])[NH:7][C:8]1[CH:13]=[C:12]([O:14][C:15]2[N:20]=[C:19]3[S:21][C:22]([NH2:24])=[N:23][C:18]3=[CH:17][CH:16]=2)[CH:11]=[CH:10][C:9]=1[F:25])([CH3:4])([CH3:3])[CH3:2].[CH:27]1([C:30](Cl)=[O:31])[CH2:29][CH2:28]1.O. The catalyst is CN(C)C1C=CN=CC=1.N1C=CC=CC=1. The product is [C:1]([O:5][C:6](=[O:26])[NH:7][C:8]1[CH:13]=[C:12]([O:14][C:15]2[N:20]=[C:19]3[S:21][C:22]([NH:24][C:30]([CH:27]4[CH2:29][CH2:28]4)=[O:31])=[N:23][C:18]3=[CH:17][CH:16]=2)[CH:11]=[CH:10][C:9]=1[F:25])([CH3:4])([CH3:2])[CH3:3]. The yield is 0.590.